This data is from Forward reaction prediction with 1.9M reactions from USPTO patents (1976-2016). The task is: Predict the product of the given reaction. (1) Given the reactants [CH2:1]([O:3][C:4]1[CH:9]=[CH:8][CH:7]=[C:6]([C:10]([O:13][CH3:14])([CH3:12])[CH3:11])[CH:5]=1)[CH3:2].[I:15]N1C(=O)CCC1=O.FC(F)(F)C(O)=O, predict the reaction product. The product is: [CH2:1]([O:3][C:4]1[CH:5]=[C:6]([C:10]([O:13][CH3:14])([CH3:11])[CH3:12])[CH:7]=[CH:8][C:9]=1[I:15])[CH3:2]. (2) Given the reactants [CH:1]1([CH:4]([C:11]2[CH:16]=[C:15]([CH2:17][O:18][C:19]3[CH:24]=[CH:23][C:22]([C:25]4[CH:30]=[C:29]([O:31][CH3:32])[CH:28]=[CH:27][C:26]=4[F:33])=[C:21]([CH2:34][C:35]([CH3:38])([CH3:37])[CH3:36])[CH:20]=3)[N:14]=[CH:13][N:12]=2)[CH2:5][C:6]([O:8]CC)=[O:7])[CH2:3][CH2:2]1.[OH-].[Na+].Cl, predict the reaction product. The product is: [CH:1]1([CH:4]([C:11]2[CH:16]=[C:15]([CH2:17][O:18][C:19]3[CH:24]=[CH:23][C:22]([C:25]4[CH:30]=[C:29]([O:31][CH3:32])[CH:28]=[CH:27][C:26]=4[F:33])=[C:21]([CH2:34][C:35]([CH3:38])([CH3:37])[CH3:36])[CH:20]=3)[N:14]=[CH:13][N:12]=2)[CH2:5][C:6]([OH:8])=[O:7])[CH2:2][CH2:3]1.